From a dataset of Full USPTO retrosynthesis dataset with 1.9M reactions from patents (1976-2016). Predict the reactants needed to synthesize the given product. Given the product [Cl:8][C:7]1[C:2]([NH2:1])=[N:3][CH:4]=[C:5]([Cl:11])[C:6]=1[CH2:9][Cl:14], predict the reactants needed to synthesize it. The reactants are: [NH2:1][C:2]1[C:7]([Cl:8])=[C:6]([CH2:9]O)[C:5]([Cl:11])=[CH:4][N:3]=1.O=S(Cl)[Cl:14].ClC1C=NC=C(Cl)C=1CCl.